This data is from NCI-60 drug combinations with 297,098 pairs across 59 cell lines. The task is: Regression. Given two drug SMILES strings and cell line genomic features, predict the synergy score measuring deviation from expected non-interaction effect. (1) Synergy scores: CSS=31.2, Synergy_ZIP=-1.39, Synergy_Bliss=0.725, Synergy_Loewe=-15.7, Synergy_HSA=1.01. Drug 2: N.N.Cl[Pt+2]Cl. Drug 1: C1CN(CCN1C(=O)CCBr)C(=O)CCBr. Cell line: OVCAR-4. (2) Drug 1: CN(CCCl)CCCl.Cl. Drug 2: C1C(C(OC1N2C=NC3=C2NC=NCC3O)CO)O. Cell line: IGROV1. Synergy scores: CSS=11.6, Synergy_ZIP=-3.34, Synergy_Bliss=1.70, Synergy_Loewe=-2.81, Synergy_HSA=1.18. (3) Drug 1: CC(C)CN1C=NC2=C1C3=CC=CC=C3N=C2N. Drug 2: N.N.Cl[Pt+2]Cl. Cell line: M14. Synergy scores: CSS=36.8, Synergy_ZIP=-2.86, Synergy_Bliss=-1.75, Synergy_Loewe=-2.47, Synergy_HSA=-2.92. (4) Drug 1: C1CCN(CC1)CCOC2=CC=C(C=C2)C(=O)C3=C(SC4=C3C=CC(=C4)O)C5=CC=C(C=C5)O. Cell line: A498. Synergy scores: CSS=1.12, Synergy_ZIP=-2.20, Synergy_Bliss=-3.02, Synergy_Loewe=-1.43, Synergy_HSA=-1.38. Drug 2: C1CC(=O)NC(=O)C1N2CC3=C(C2=O)C=CC=C3N. (5) Drug 1: COC1=CC(=CC(=C1O)OC)C2C3C(COC3=O)C(C4=CC5=C(C=C24)OCO5)OC6C(C(C7C(O6)COC(O7)C8=CC=CS8)O)O. Drug 2: CC(C)(C#N)C1=CC(=CC(=C1)CN2C=NC=N2)C(C)(C)C#N. Cell line: DU-145. Synergy scores: CSS=33.5, Synergy_ZIP=1.69, Synergy_Bliss=3.56, Synergy_Loewe=-10.1, Synergy_HSA=4.37.